Dataset: Catalyst prediction with 721,799 reactions and 888 catalyst types from USPTO. Task: Predict which catalyst facilitates the given reaction. (1) Reactant: [Cl:1][C:2]1[CH:3]=[CH:4][C:5]2[C:11](=[O:12])[CH2:10][CH2:9][N:8]=[C:7]([C:13]3[C:18]([F:19])=[CH:17][CH:16]=[CH:15][C:14]=3[F:20])[C:6]=2[CH:21]=1.CO[CH:24](OC)[N:25]([CH3:27])[CH3:26]. Product: [Cl:1][C:2]1[CH:3]=[CH:4][C:5]2[C:11](=[O:12])[C:10](=[CH:24][N:25]([CH3:27])[CH3:26])[CH2:9][N:8]=[C:7]([C:13]3[C:18]([F:19])=[CH:17][CH:16]=[CH:15][C:14]=3[F:20])[C:6]=2[CH:21]=1. The catalyst class is: 11. (2) Reactant: FC(F)(F)S(O[C:7]1[CH2:16][CH2:15][C:10]2([O:14][CH2:13][CH2:12][O:11]2)[CH2:9][CH:8]=1)(=O)=O.[B:19]1([B:19]2[O:23][C:22]([CH3:25])([CH3:24])[C:21]([CH3:27])([CH3:26])[O:20]2)[O:23][C:22]([CH3:25])([CH3:24])[C:21]([CH3:27])([CH3:26])[O:20]1.C([O-])(=O)C.[K+].C(Cl)Cl. Product: [CH3:26][C:21]1([CH3:27])[C:22]([CH3:25])([CH3:24])[O:23][B:19]([C:7]2[CH2:16][CH2:15][C:10]3([O:14][CH2:13][CH2:12][O:11]3)[CH2:9][CH:8]=2)[O:20]1. The catalyst class is: 75. (3) Reactant: [CH2:1]([NH2:4])[CH2:2][CH3:3].[C:5]([O:9][C:10]([CH3:13])([CH3:12])[CH3:11])(=[O:8])[CH:6]=[CH2:7]. Product: [CH2:1]([NH:4][CH2:7][CH2:6][C:5]([O:9][C:10]([CH3:13])([CH3:12])[CH3:11])=[O:8])[CH2:2][CH3:3]. The catalyst class is: 1. (4) Reactant: C([O:8][C:9](=[O:26])[CH2:10][C:11]1[CH:12]=[C:13]([CH:23]=[CH:24][CH:25]=1)[O:14][CH2:15][CH2:16][CH2:17][C:18]([O:20][CH2:21]C)=[O:19])C1C=CC=CC=1. Product: [CH3:21][O:20][C:18](=[O:19])[CH2:17][CH2:16][CH2:15][O:14][C:13]1[CH:12]=[C:11]([CH2:10][C:9]([OH:26])=[O:8])[CH:25]=[CH:24][CH:23]=1. The catalyst class is: 19. (5) Reactant: [O:1]=[C:2]1[NH:7][N:6]=[C:5]([C:8]2[S:12][C:11]([C:13]([O:15]CC)=O)=[N:10][C:9]=2[C:18]2[CH:23]=[CH:22][CH:21]=[CH:20][CH:19]=2)[CH:4]=[CH:3]1.[CH2:24]([NH2:27])[CH2:25][CH3:26]. Product: [O:1]=[C:2]1[NH:7][N:6]=[C:5]([C:8]2[S:12][C:11]([C:13]([NH:27][CH2:24][CH2:25][CH3:26])=[O:15])=[N:10][C:9]=2[C:18]2[CH:19]=[CH:20][CH:21]=[CH:22][CH:23]=2)[CH:4]=[CH:3]1. The catalyst class is: 7. (6) Reactant: O1[C:5]2([CH2:10][CH2:9][CH:8]([N:11]3[CH:16]=[CH:15][CH:14]=[CH:13][C:12]3=[O:17])[CH2:7][CH2:6]2)[O:4]CC1.Cl.C(=O)(O)[O-].[Na+]. Product: [O:4]=[C:5]1[CH2:10][CH2:9][CH:8]([N:11]2[CH:16]=[CH:15][CH:14]=[CH:13][C:12]2=[O:17])[CH2:7][CH2:6]1. The catalyst class is: 21. (7) Reactant: [F:1][C:2]1[CH:3]=[C:4]([C@H:8]2[CH2:12][CH2:11][CH2:10][N:9]2[C:13]2[CH:18]=[CH:17][N:16]3[N:19]=[CH:20][C:21]([C:22]([NH:24][NH:25][C:26](=O)[CH:27]([CH3:29])[CH3:28])=O)=[C:15]3[N:14]=2)[CH:5]=[N:6][CH:7]=1.COC1C=CC(P2(SP(C3C=CC(OC)=CC=3)(=S)S2)=[S:40])=CC=1. Product: [F:1][C:2]1[CH:3]=[C:4]([C@H:8]2[CH2:12][CH2:11][CH2:10][N:9]2[C:13]2[CH:18]=[CH:17][N:16]3[N:19]=[CH:20][C:21]([C:22]4[S:40][C:26]([CH:27]([CH3:29])[CH3:28])=[N:25][N:24]=4)=[C:15]3[N:14]=2)[CH:5]=[N:6][CH:7]=1. The catalyst class is: 1. (8) Reactant: [CH3:1][O:2][C:3](=[O:11])[C:4]1[CH:9]=[CH:8][N:7]=[C:6](Cl)[CH:5]=1.[NH:12]1[C:20]2[C:15](=[CH:16][C:17](B(O)O)=[CH:18][CH:19]=2)[CH:14]=[CH:13]1.C(=O)([O-])[O-].[Na+].[Na+].C(OCC)(=O)C. Product: [CH3:1][O:2][C:3](=[O:11])[C:4]1[CH:9]=[CH:8][N:7]=[C:6]([C:17]2[CH:16]=[C:15]3[C:20](=[CH:19][CH:18]=2)[NH:12][CH:13]=[CH:14]3)[CH:5]=1. The catalyst class is: 109.